The task is: Predict the reaction yield, written as a fraction of the theoretical maximum amount of product (1.0 means a 100% yield; for example, 0.34 means a 34% yield).. This data is from Reaction yield outcomes from USPTO patents with 853,638 reactions. (1) The catalyst is C(#N)C.O1CCOCC1.O.CC(P(C(C)(C)C)C1C=CC(N(C)C)=CC=1)(C)C.CC(P(C(C)(C)C)C1C=CC(N(C)C)=CC=1)(C)C.Cl[Pd]Cl. The yield is 0.810. The reactants are Br[C:2]1[C:11]([CH3:12])=[CH:10][C:5]2[N:6]=[C:7]([CH3:9])[O:8][C:4]=2[CH:3]=1.[NH2:13][C:14]1[CH:19]=[CH:18][C:17](B2OC(C)(C)C(C)(C)O2)=[CH:16][N:15]=1.[O-]P([O-])([O-])=O.[K+].[K+].[K+]. The product is [CH3:9][C:7]1[O:8][C:4]2[CH:3]=[C:2]([C:17]3[CH:18]=[CH:19][C:14]([NH2:13])=[N:15][CH:16]=3)[C:11]([CH3:12])=[CH:10][C:5]=2[N:6]=1. (2) The reactants are C[O:2][CH2:3][C@H:4]([CH3:39])[O:5][C:6]1[CH:7]=[C:8]([CH:25]=[C:26]([C:28]2[NH:29][C:30]([C:33]3[O:34][C@@H:35]([CH3:38])[CH2:36][N:37]=3)=[CH:31][CH:32]=2)[CH:27]=1)[O:9][C:10]1[CH:11]=[CH:12][C:13]([C:16]([N:18]2[CH2:23][CH2:22][N:21]([CH3:24])[CH2:20][CH2:19]2)=[O:17])=[N:14][CH:15]=1.B(Br)(Br)Br.C(=O)([O-])O.[Na+]. The catalyst is C(Cl)Cl. The product is [CH3:38][C@@H:35]1[O:34][C:33]([C:30]2[NH:29][C:28]([C:26]3[CH:27]=[C:6]([CH:7]=[C:8]([O:9][C:10]4[CH:15]=[N:14][C:13]([C:16]([N:18]5[CH2:19][CH2:20][N:21]([CH3:24])[CH2:22][CH2:23]5)=[O:17])=[CH:12][CH:11]=4)[CH:25]=3)[O:5][C@@H:4]([CH3:39])[CH2:3][OH:2])=[CH:32][CH:31]=2)=[N:37][CH2:36]1. The yield is 0.280.